From a dataset of NCI-60 drug combinations with 297,098 pairs across 59 cell lines. Regression. Given two drug SMILES strings and cell line genomic features, predict the synergy score measuring deviation from expected non-interaction effect. (1) Drug 1: CC1=C(C=C(C=C1)NC2=NC=CC(=N2)N(C)C3=CC4=NN(C(=C4C=C3)C)C)S(=O)(=O)N.Cl. Drug 2: CC1C(C(CC(O1)OC2CC(CC3=C2C(=C4C(=C3O)C(=O)C5=C(C4=O)C(=CC=C5)OC)O)(C(=O)C)O)N)O.Cl. Cell line: EKVX. Synergy scores: CSS=24.7, Synergy_ZIP=4.85, Synergy_Bliss=10.6, Synergy_Loewe=4.78, Synergy_HSA=9.69. (2) Drug 1: CC12CCC(CC1=CCC3C2CCC4(C3CC=C4C5=CN=CC=C5)C)O. Drug 2: CC1=CC2C(CCC3(C2CCC3(C(=O)C)OC(=O)C)C)C4(C1=CC(=O)CC4)C. Cell line: BT-549. Synergy scores: CSS=-1.61, Synergy_ZIP=0.937, Synergy_Bliss=2.11, Synergy_Loewe=-1.55, Synergy_HSA=-0.270.